The task is: Predict which catalyst facilitates the given reaction.. This data is from Catalyst prediction with 721,799 reactions and 888 catalyst types from USPTO. Reactant: Cl.[Cl:2][C:3]1[CH:4]=[N:5][N:6]([C:8]2[CH:22]=[CH:21][C:11]([O:12][CH2:13][C@@H:14]3[C@@H:19]([NH2:20])[CH2:18][CH2:17][O:16][CH2:15]3)=[CH:10][C:9]=2[F:23])[CH:7]=1.[CH3:24][S:25](Cl)(=[O:27])=[O:26].CO. Product: [Cl:2][C:3]1[CH:4]=[N:5][N:6]([C:8]2[CH:22]=[CH:21][C:11]([O:12][CH2:13][C@@H:14]3[C@@H:19]([NH:20][S:25]([CH3:24])(=[O:27])=[O:26])[CH2:18][CH2:17][O:16][CH2:15]3)=[CH:10][C:9]=2[F:23])[CH:7]=1. The catalyst class is: 1.